Dataset: Forward reaction prediction with 1.9M reactions from USPTO patents (1976-2016). Task: Predict the product of the given reaction. (1) Given the reactants [NH2:1][C@@H:2]1[CH2:7][CH2:6][CH2:5][CH2:4][C@H:3]1O.C[Si](C)(C)N[Si](C)(C)C.[Na].I[CH:20]1[CH2:23][O:22][CH2:21]1.[CH:24]([OH:27])(C)[CH3:25], predict the reaction product. The product is: [O:22]1[CH2:23][CH:20]([C:5]2[CH:6]=[CH:7][C:2]([NH:1][C:24](=[O:27])[CH3:25])=[CH:3][CH:4]=2)[CH2:21]1. (2) The product is: [F:1][C:2]([F:10])([F:9])[C:3]([CH3:7])([CH3:4])[C@@H:22]([NH:17][C:15]([C:40]1[C:41]2[C:42](=[N:25][CH:29]=[C:28]([CH:33]3[CH2:32][CH2:31]3)[N:27]=2)[NH:43][CH:45]=1)=[O:14])[CH3:21]. Given the reactants [F:1][C:2]([F:10])([F:9])[C:3](C)([CH3:7])[C:4](O)=O.Cl.CN[O:14][CH3:15].C[N:17]1[CH2:22][CH2:21]OCC1.O.O[N:25]1[C:29]2C=[CH:31][CH:32]=[CH:33][C:28]=2[N:27]=N1.Cl.C(N=C=N[CH2:40][CH2:41][CH2:42][N:43]([CH3:45])C)C, predict the reaction product. (3) The product is: [CH3:1][O:2][C:3](=[O:24])[C:4]1[CH:16]=[C:15]([C:17]2([C:19]3[O:20][CH:21]=[CH:22][CH:23]=3)[S:28][CH2:25][CH2:26][S:27]2)[CH:14]=[C:6]([C:7]([N:9]([CH3:13])[CH2:10][CH2:11][CH3:12])=[O:8])[CH:5]=1. Given the reactants [CH3:1][O:2][C:3](=[O:24])[C:4]1[CH:16]=[C:15]([C:17]([C:19]2[O:20][CH:21]=[CH:22][CH:23]=2)=O)[CH:14]=[C:6]([C:7]([N:9]([CH3:13])[CH2:10][CH2:11][CH3:12])=[O:8])[CH:5]=1.[CH2:25]([SH:28])[CH2:26][SH:27].B(F)(F)F.CCCCOCCCC, predict the reaction product. (4) Given the reactants O.[NH2:2][NH2:3].C[O:5][C:6](=O)[C:7]([NH:9][C:10]1[CH:11]=[CH:12][C:13]([O:16][CH:17]2[CH2:22][CH2:21][C:20]([CH3:28])([C:23]([O:25][CH2:26][CH3:27])=[O:24])[CH2:19][CH2:18]2)=[N:14][CH:15]=1)=[O:8], predict the reaction product. The product is: [NH:2]([C:6](=[O:5])[C:7]([NH:9][C:10]1[CH:11]=[CH:12][C:13]([O:16][CH:17]2[CH2:22][CH2:21][C:20]([CH3:28])([C:23]([O:25][CH2:26][CH3:27])=[O:24])[CH2:19][CH2:18]2)=[N:14][CH:15]=1)=[O:8])[NH2:3]. (5) Given the reactants [C:1]([O:5]CC[N:8]=[C:9]=[O:10])(=[O:4])[CH:2]=[CH2:3].COC1C=CC(O)=CC=1.C(C1C=CC(C)=[C:26]([OH:31])[C:25]=1C(C)(C)C)(C)(C)C.C([O-])(=O)CCCCCCCCCCC.C([O-])(=O)CCCCCCCCCCC.C([Sn+2]CCCC)CCC, predict the reaction product. The product is: [C:1]([OH:5])(=[O:4])[CH:2]=[CH2:3].[NH2:8][C:9]([O:31][CH2:26][CH3:25])=[O:10]. (6) Given the reactants [SH:1][C:2]1[N:6]([CH2:7][C:8]2[CH:13]=[CH:12][C:11]([C:14]3[CH:19]=[CH:18][CH:17]=[CH:16][C:15]=3[C:20]3[NH:24][N:23]=[N:22][N:21]=3)=[CH:10][CH:9]=2)[C:5]2[C:25]([C:29]([O:31][CH2:32][CH3:33])=[O:30])=[CH:26][CH:27]=[CH:28][C:4]=2[N:3]=1.[OH-].[Na+].[CH2:36](I)[CH3:37].Cl, predict the reaction product. The product is: [CH2:36]([S:1][C:2]1[N:6]([CH2:7][C:8]2[CH:9]=[CH:10][C:11]([C:14]3[CH:19]=[CH:18][CH:17]=[CH:16][C:15]=3[C:20]3[NH:24][N:23]=[N:22][N:21]=3)=[CH:12][CH:13]=2)[C:5]2[C:25]([C:29]([O:31][CH2:32][CH3:33])=[O:30])=[CH:26][CH:27]=[CH:28][C:4]=2[N:3]=1)[CH3:37]. (7) Given the reactants [C:1]([Br:5])(Br)(Br)Br.[CH2:6]([Si:9]([CH2:24][CH:25]=[CH2:26])([CH2:21][CH:22]=[CH2:23])[CH2:10][CH2:11][CH2:12][C:13]1[CH:20]=[CH:19][C:16](CO)=[CH:15][CH:14]=1)[CH:7]=[CH2:8].C1(P(C2C=CC=CC=2)C2C=CC=CC=2)C=CC=CC=1, predict the reaction product. The product is: [CH2:24]([Si:9]([CH2:6][CH:7]=[CH2:8])([CH2:21][CH:22]=[CH2:23])[CH2:10][CH2:11][CH2:12][C:13]1[CH:14]=[CH:15][C:16]([CH2:1][Br:5])=[CH:19][CH:20]=1)[CH:25]=[CH2:26]. (8) Given the reactants [CH:1]([C:4]1[C:5]([O:17][CH2:18][O:19][CH3:20])=[CH:6][C:7]([O:13][CH2:14][O:15][CH3:16])=[C:8]([CH:12]=1)[C:9](O)=[O:10])([CH3:3])[CH3:2].C(Br)C1C=CC=CC=1.O.[NH2:30][NH2:31], predict the reaction product. The product is: [CH:1]([C:4]1[C:5]([O:17][CH2:18][O:19][CH3:20])=[CH:6][C:7]([O:13][CH2:14][O:15][CH3:16])=[C:8]([CH:12]=1)[C:9]([NH:30][NH2:31])=[O:10])([CH3:3])[CH3:2].